From a dataset of Catalyst prediction with 721,799 reactions and 888 catalyst types from USPTO. Predict which catalyst facilitates the given reaction. (1) Reactant: Cl[C:2]1[S:6][N:5]=[C:4]([N:7]2[CH:11]=[CH:10][N:9]=[CH:8]2)[N:3]=1.C([Sn](CCCC)(CCCC)[C:17]([O:19]CC)=[CH2:18])CCC.O. Product: [N:7]1([C:4]2[N:3]=[C:2]([C:17](=[O:19])[CH3:18])[S:6][N:5]=2)[CH:11]=[CH:10][N:9]=[CH:8]1. The catalyst class is: 3. (2) Reactant: [N:1]1[CH:6]=[CH:5][CH:4]=[CH:3][C:2]=1[CH2:7][C:8](O)=O.[C:11]1([NH:17][C:18](=[S:21])[NH:19][NH2:20])[CH:16]=[CH:15][CH:14]=[CH:13][CH:12]=1. Product: [C:11]1([N:17]2[C:8]([CH2:7][C:2]3[CH:3]=[CH:4][CH:5]=[CH:6][N:1]=3)=[N:20][NH:19][C:18]2=[S:21])[CH:12]=[CH:13][CH:14]=[CH:15][CH:16]=1. The catalyst class is: 3.